From a dataset of Cav3 T-type calcium channel HTS with 100,875 compounds. Binary Classification. Given a drug SMILES string, predict its activity (active/inactive) in a high-throughput screening assay against a specified biological target. The drug is Brc1cc(CSCC(=O)NNC2=c3c(=NC2=O)cccc3)ccc1. The result is 0 (inactive).